This data is from Reaction yield outcomes from USPTO patents with 853,638 reactions. The task is: Predict the reaction yield, written as a fraction of the theoretical maximum amount of product (1.0 means a 100% yield; for example, 0.34 means a 34% yield). The reactants are Cl.[CH:2]1[C:15]2[NH:14][C:13]3[C:8](=[CH:9][CH:10]=[CH:11][CH:12]=3)[S:7][C:6]=2[CH:5]=[CH:4][C:3]=1[C:16]1[N:17]=[C:18]([CH2:21][NH2:22])[S:19][CH:20]=1.[C:23](Cl)(=[O:27])[CH2:24][CH2:25][CH3:26].C(Cl)(=O)C. The yield is 0.472. The product is [CH:2]1[C:15]2[NH:14][C:13]3[C:8](=[CH:9][CH:10]=[CH:11][CH:12]=3)[S:7][C:6]=2[CH:5]=[CH:4][C:3]=1[C:16]1[N:17]=[C:18]([CH2:21][NH:22][C:23](=[O:27])[CH2:24][CH2:25][CH3:26])[S:19][CH:20]=1. No catalyst specified.